This data is from Reaction yield outcomes from USPTO patents with 853,638 reactions. The task is: Predict the reaction yield, written as a fraction of the theoretical maximum amount of product (1.0 means a 100% yield; for example, 0.34 means a 34% yield). (1) The reactants are [OH:1][CH:2]([C:33]([CH3:36])([CH3:35])[CH3:34])[CH2:3][N:4]1[C:9](=[O:10])[C:8]([CH2:11][C:12]2[CH:17]=[CH:16][C:15]([C:18]3[C:19]([C:24]#[N:25])=[CH:20][CH:21]=[CH:22][CH:23]=3)=[CH:14][CH:13]=2)=[C:7]([CH2:26][CH2:27][CH3:28])[N:6]2[N:29]=[C:30]([CH3:32])[N:31]=[C:5]12.[H-].[Na+].[CH3:39]N(C)C=O.CI. The catalyst is C(OCC)(=O)C. The product is [CH3:39][O:1][CH:2]([C:33]([CH3:35])([CH3:34])[CH3:36])[CH2:3][N:4]1[C:9](=[O:10])[C:8]([CH2:11][C:12]2[CH:13]=[CH:14][C:15]([C:18]3[C:19]([C:24]#[N:25])=[CH:20][CH:21]=[CH:22][CH:23]=3)=[CH:16][CH:17]=2)=[C:7]([CH2:26][CH2:27][CH3:28])[N:6]2[N:29]=[C:30]([CH3:32])[N:31]=[C:5]12. The yield is 0.720. (2) The reactants are [F:1][C@H:2]1[CH2:6][CH2:5][N:4](C(OC(C)(C)C)=O)[C@@H:3]1[C:14](=[O:33])[NH:15][C:16]1[CH:21]=[C:20]([C:22]2[CH:27]=[N:26][C:25]([C:28]([F:31])([F:30])[F:29])=[CH:24][N:23]=2)[CH:19]=[C:18]([F:32])[CH:17]=1.[ClH:34]. The catalyst is O1CCOCC1. The product is [ClH:34].[F:1][C@H:2]1[CH2:6][CH2:5][NH:4][C@@H:3]1[C:14]([NH:15][C:16]1[CH:21]=[C:20]([C:22]2[CH:27]=[N:26][C:25]([C:28]([F:30])([F:31])[F:29])=[CH:24][N:23]=2)[CH:19]=[C:18]([F:32])[CH:17]=1)=[O:33]. The yield is 0.870. (3) The reactants are [BH4-].[Na+].[CH3:3][O:4][C:5]([CH:7]1[CH2:11][C:10](=[O:12])[CH:9]=[C:8]1[C:13]([O:15][CH3:16])=[O:14])=[O:6]. The catalyst is CO. The product is [CH3:16][O:15][C:13]([CH:8]1[CH2:9][CH:10]([OH:12])[CH:11]=[C:7]1[C:5]([O:4][CH3:3])=[O:6])=[O:14]. The yield is 0.920.